From a dataset of Forward reaction prediction with 1.9M reactions from USPTO patents (1976-2016). Predict the product of the given reaction. (1) Given the reactants [CH3:1][CH2:2][CH2:3][C@H:4]([NH:10][C@H:11]([C:13]([N:15]1[C@H:23]([C:24]([OH:26])=[O:25])[CH2:22][C@H:21]2[C@@H:16]1[CH2:17][CH2:18][CH2:19][CH2:20]2)=[O:14])[CH3:12])[C:5]([O:7][CH2:8][CH3:9])=[O:6].[C:27](N)([CH3:30])([CH3:29])[CH3:28].[C:32]([C@@H:37](N[C@H](C(O)=O)C)[CH2:38]CC)(OCC)=O.ON1C2C=CC=CC=2N=N1, predict the reaction product. The product is: [CH3:1][CH2:2][CH2:3][C@H:4]([NH:10][C@H:11]([C:13]([N:15]1[C@@H:23]([C:24]([O:26][CH2:28][C:27]2[CH:30]=[CH:38][CH:37]=[CH:32][CH:29]=2)=[O:25])[CH2:22][C@H:21]2[C@@H:16]1[CH2:17][CH2:18][CH2:19][CH2:20]2)=[O:14])[CH3:12])[C:5]([O:7][CH2:8][CH3:9])=[O:6]. (2) Given the reactants FC(F)(F)S([O:6][Si:7]([CH:14]([CH3:16])[CH3:15])([CH:11]([CH3:13])[CH3:12])[CH:8]([CH3:10])[CH3:9])(=O)=O.[F:19][C:20]1[CH:21]=[CH:22][C:23]2[N:24]([C:26]([N:29]3[CH2:33][CH2:32][C@H:31](O)[CH2:30]3)=[N:27][N:28]=2)[CH:25]=1.CCN(CC)CC, predict the reaction product. The product is: [F:19][C:20]1[CH:21]=[CH:22][C:23]2[N:24]([C:26]([N:29]3[CH2:33][CH2:32][C@H:31]([O:6][Si:7]([CH:8]([CH3:9])[CH3:10])([CH:11]([CH3:12])[CH3:13])[CH:14]([CH3:15])[CH3:16])[CH2:30]3)=[N:27][N:28]=2)[CH:25]=1.